From a dataset of Experimentally validated miRNA-target interactions with 360,000+ pairs, plus equal number of negative samples. Binary Classification. Given a miRNA mature sequence and a target amino acid sequence, predict their likelihood of interaction. The miRNA is hsa-miR-3614-5p with sequence CCACUUGGAUCUGAAGGCUGCCC. The protein sequence of the target gene is MEVAMVSAESSGCNSHMPYGYAAQARARERERLAHSRAAAAAAVAAATAAVEGTGGSGGGPHHHHQTRGAYSSHDPQGSRGSRRRRRQRTEKKKLHHRQSSFPHCSDLMPSGSEEKILRELSEEEEDEEEEEEEEEEGRFYYSEEDHGDGCSYTDLLPQDDGGGGGYSSVRYSDCCERVVINVSGLRFETQMKTLAQFPETLLGDPEKRTQYFDPLRNEYFFDRNRPSFDAILYYYQSGGRLKRPVNVPFDIFTEEVKFYQLGEEALLKFREDEGFVREEEDRALPENEFKKQIWLLFEY.... Result: 0 (no interaction).